From a dataset of Full USPTO retrosynthesis dataset with 1.9M reactions from patents (1976-2016). Predict the reactants needed to synthesize the given product. (1) Given the product [C:1]1([CH2:7][N:8]2[CH2:17][CH2:16][N:15]3[C@@H:10]([CH2:11][O:12][CH2:13][CH2:14]3)[CH2:9]2)[CH:2]=[CH:3][CH:4]=[CH:5][CH:6]=1, predict the reactants needed to synthesize it. The reactants are: [C:1]1([CH2:7][N:8]2[C:17](=O)[C:16](=O)[N:15]3[C@@H:10]([CH2:11][O:12][CH2:13][CH2:14]3)[CH2:9]2)[CH:6]=[CH:5][CH:4]=[CH:3][CH:2]=1.[H-].[H-].[H-].[H-].[Li+].[Al+3]. (2) Given the product [N+:12]([C:11]1[CH:10]=[CH:9][S:8][C:7]=1[N:1]1[CH:5]=[N:4][CH:3]=[N:2]1)([O-:14])=[O:13], predict the reactants needed to synthesize it. The reactants are: [NH:1]1[CH:5]=[N:4][CH:3]=[N:2]1.Cl[C:7]1[S:8][CH:9]=[CH:10][C:11]=1[N+:12]([O-:14])=[O:13].CC(C)([O-])C.[K+]. (3) The reactants are: [F:1][C:2]1[C:10]2[S:9][C:8](=[N:11][C:12](=[O:20])[C:13]3[CH:18]=[CH:17][CH:16]=[C:15]([Cl:19])[CH:14]=3)[NH:7][C:6]=2[CH:5]=[CH:4][C:3]=1[O:21][CH3:22].C(=O)([O-])[O-].[K+].[K+].Br[CH2:30][C:31]([O:33]CC)=[O:32]. Given the product [Cl:19][C:15]1[CH:14]=[C:13]([CH:18]=[CH:17][CH:16]=1)[C:12]([N:11]=[C:8]1[N:7]([CH2:30][C:31]([OH:33])=[O:32])[C:6]2[CH:5]=[CH:4][C:3]([O:21][CH3:22])=[C:2]([F:1])[C:10]=2[S:9]1)=[O:20], predict the reactants needed to synthesize it. (4) Given the product [CH3:62][O:61][C:55]1[CH:56]=[CH:57][C:58]([CH3:60])=[CH:59][C:54]=1[N:63]1[CH2:68][CH2:67][NH:66][CH2:65][CH2:64]1, predict the reactants needed to synthesize it. The reactants are: C1(P(C2C=CC=CC=2)C2C=CC3C(=CC=CC=3)C=2C2C3C(=CC=CC=3)C=CC=2P(C2C=CC=CC=2)C2C=CC=CC=2)C=CC=CC=1.C(=O)([O-])[O-].[Cs+].[Cs+].Br[C:54]1[CH:59]=[C:58]([CH3:60])[CH:57]=[CH:56][C:55]=1[O:61][CH3:62].[NH:63]1[CH2:68][CH2:67][NH:66][CH2:65][CH2:64]1. (5) Given the product [C:21]([NH2:23])(=[O:22])[CH:8]=[CH2:9].[CH2:48]=[CH:49][C:50]([NH:32][CH2:25][NH:23][C:21]([CH:8]=[CH2:15])=[O:22])=[O:51], predict the reactants needed to synthesize it. The reactants are: CCC(CO[C:8]([C:21]([N:23]([CH2:25]C[NH+](C)C)C)=[O:22])([C:15]1C=CC=CC=1)[C:9]1C=CC=CC=1)CC.[Cl-].C[N:32](CCN(C)C)C.CCCCCCCCC[CH2:48][CH2:49][CH2:50][O:51]S([O-])(=O)=O.[Na+].[Ca].[Mg]. (6) Given the product [CH3:1][O:2][C:3]([C:5]1[C:14]2[O:13][CH2:12][CH:11]([C:15]3[CH:16]=[N:17][CH:18]=[C:19]([C:21]4([OH:27])[CH2:22][CH2:23][O:24][CH2:25][CH2:26]4)[CH:20]=3)[O:10][C:9]=2[CH:8]=[CH:7][CH:6]=1)=[O:4], predict the reactants needed to synthesize it. The reactants are: [CH3:1][O:2][C:3]([C:5]1[C:14]2[O:13][CH:12]=[C:11]([C:15]3[CH:16]=[N:17][CH:18]=[C:19]([C:21]4([OH:27])[CH2:26][CH2:25][O:24][CH2:23][CH2:22]4)[CH:20]=3)[O:10][C:9]=2[CH:8]=[CH:7][CH:6]=1)=[O:4]. (7) Given the product [Br:1][C:2]1[C:11]([O:12][CH2:13][C:14]2[NH:37][N:36]=[N:35][N:15]=2)=[CH:10][CH:9]=[C:8]2[C:3]=1[CH:4]=[CH:5][C:6]([CH2:16][N:17]([CH3:34])[C:18]([C:20]1[C:28]3[C:23](=[CH:24][CH:25]=[CH:26][CH:27]=3)[N:22]([CH3:29])[C:21]=1[CH2:30][CH2:31][CH2:32][CH3:33])=[O:19])=[CH:7]2, predict the reactants needed to synthesize it. The reactants are: [Br:1][C:2]1[C:11]([O:12][CH2:13][C:14]#[N:15])=[CH:10][CH:9]=[C:8]2[C:3]=1[CH:4]=[CH:5][C:6]([CH2:16][N:17]([CH3:34])[C:18]([C:20]1[C:28]3[C:23](=[CH:24][CH:25]=[CH:26][CH:27]=3)[N:22]([CH3:29])[C:21]=1[CH2:30][CH2:31][CH2:32][CH3:33])=[O:19])=[CH:7]2.[N-:35]=[N+:36]=[N-:37].[Na+].[Cl-].[OH-].[Na+]. (8) Given the product [F:1][C:2]1[CH:9]=[CH:8][C:7]([CH:10]([C:11]2[CH:16]=[C:15]([O:17][C:18]([F:23])([F:22])[CH:19]([F:20])[F:21])[CH:14]=[C:13]([F:24])[CH:12]=2)[OH:25])=[CH:6][C:3]=1[CH2:4][NH:5][C:27](=[O:26])[O:29][C:30]([CH3:33])([CH3:32])[CH3:31], predict the reactants needed to synthesize it. The reactants are: [F:1][C:2]1[CH:9]=[CH:8][C:7]([C:10](=[O:25])[C:11]2[CH:16]=[C:15]([O:17][C:18]([F:23])([F:22])[CH:19]([F:21])[F:20])[CH:14]=[C:13]([F:24])[CH:12]=2)=[CH:6][C:3]=1[C:4]#[N:5].[O:26](C(OC(C)(C)C)=O)[C:27]([O:29][C:30]([CH3:33])([CH3:32])[CH3:31])=O.[BH4-].[Na+]. (9) Given the product [C:15]([N:5]1[C:6]2[CH:11]=[C:10]([NH2:12])[CH:9]=[CH:8][C:7]=2[CH2:13][NH:14][C:3](=[O:2])[CH2:4]1)(=[O:17])[CH3:16], predict the reactants needed to synthesize it. The reactants are: C[O:2][C:3](=O)[CH2:4][N:5]([C:15](=[O:17])[CH3:16])[C:6]1[CH:11]=[C:10]([NH2:12])[CH:9]=[CH:8][C:7]=1[C:13]#[N:14].C[O-].[Na+]. (10) Given the product [F:21][C:22]1[CH:23]=[C:24]2[C:28](=[CH:29][C:30]=1[NH:31][C:32](=[O:36])[CH2:33][O:34][CH3:35])[NH:27][C:26](=[O:37])[C:25]2=[CH:19][C:3]1[NH:4][C:5]2[CH2:10][CH2:9][N:8]([CH2:11][CH2:12][N:13]3[CH2:14][CH2:15][CH2:16][CH2:17]3)[C:7](=[O:18])[C:6]=2[C:2]=1[CH3:1], predict the reactants needed to synthesize it. The reactants are: [CH3:1][C:2]1[C:6]2[C:7](=[O:18])[N:8]([CH2:11][CH2:12][N:13]3[CH2:17][CH2:16][CH2:15][CH2:14]3)[CH2:9][CH2:10][C:5]=2[NH:4][C:3]=1[CH:19]=O.[F:21][C:22]1[CH:23]=[C:24]2[C:28](=[CH:29][C:30]=1[NH:31][C:32](=[O:36])[CH2:33][O:34][CH3:35])[NH:27][C:26](=[O:37])[CH2:25]2.